From a dataset of Reaction yield outcomes from USPTO patents with 853,638 reactions. Predict the reaction yield, written as a fraction of the theoretical maximum amount of product (1.0 means a 100% yield; for example, 0.34 means a 34% yield). (1) The reactants are [O:1]1[C:5]2[CH:6]=[CH:7][C:8]([C:10]3([CH:16]=O)[CH2:15][CH2:14][CH2:13][CH2:12][CH2:11]3)=[CH:9][C:4]=2[O:3][CH2:2]1.[CH3:18][NH:19][CH3:20]. No catalyst specified. The product is [O:1]1[C:5]2[CH:6]=[CH:7][C:8]([C:10]3([CH2:16][N:19]([CH3:20])[CH3:18])[CH2:15][CH2:14][CH2:13][CH2:12][CH2:11]3)=[CH:9][C:4]=2[O:3][CH2:2]1. The yield is 0.330. (2) The reactants are [CH:1]([C:3]1[N:7]([CH3:8])[CH:6]=[N:5][C:4]=1[C:9]#[N:10])=O.Cl.[NH2:12][CH2:13][CH:14]([C:21]1[CH:26]=[C:25]([F:27])[CH:24]=[C:23]([F:28])[C:22]=1[F:29])[CH2:15][C:16](OCC)=[O:17]. No catalyst specified. The product is [CH3:8][N:7]1[C:3]([CH2:1][N:12]2[CH2:13][CH:14]([C:21]3[CH:26]=[C:25]([F:27])[CH:24]=[C:23]([F:28])[C:22]=3[F:29])[CH2:15][C:16]2=[O:17])=[C:4]([C:9]#[N:10])[N:5]=[CH:6]1. The yield is 0.258. (3) The reactants are [OH:1][CH:2]1[C:11]2[C:6](=[CH:7][CH:8]=[C:9]([N:12]3[C:17](=[O:18])[C:16]([CH2:19][C:20]4[CH:25]=[CH:24][C:23]([C:26]5[CH:31]=[CH:30][CH:29]=[CH:28][C:27]=5[C:32]5[NH:36][C:35](=[O:37])[O:34][N:33]=5)=[CH:22][CH:21]=4)=[C:15]([CH2:38][CH2:39][CH3:40])[N:14]=[C:13]3[CH3:41])[CH:10]=2)[O:5][C:4]([CH3:43])([CH3:42])[CH2:3]1.CC(OI1(OC(C)=O)(OC(C)=O)OC(=O)C2C1=CC=CC=2)=O. The catalyst is ClCCl.C(OCC)(=O)C. The product is [CH3:42][C:4]1([CH3:43])[CH2:3][C:2](=[O:1])[C:11]2[C:6](=[CH:7][CH:8]=[C:9]([N:12]3[C:17](=[O:18])[C:16]([CH2:19][C:20]4[CH:21]=[CH:22][C:23]([C:26]5[CH:31]=[CH:30][CH:29]=[CH:28][C:27]=5[C:32]5[NH:36][C:35](=[O:37])[O:34][N:33]=5)=[CH:24][CH:25]=4)=[C:15]([CH2:38][CH2:39][CH3:40])[N:14]=[C:13]3[CH3:41])[CH:10]=2)[O:5]1. The yield is 0.860. (4) The reactants are Cl.Cl.[Cl:3][C:4]1[CH:5]=[C:6]([N:10]2[CH2:14][CH2:13][CH:12]([NH2:15])[CH2:11]2)[CH:7]=[CH:8][CH:9]=1.C(N(C(C)C)C(C)C)C.[Cl:25][C:26]1[CH:27]=[C:28]2[C:33](=[CH:34][C:35]=1[O:36][C:37]1[CH:45]=[CH:44][C:40]([C:41](O)=[O:42])=[CH:39][CH:38]=1)[O:32][CH2:31][CH2:30][CH:29]2[C:46]([O:48][CH2:49][CH3:50])=[O:47].Cl.CN(C)CCCN=C=NCC.ON1C2N=CC=CC=2N=N1. The catalyst is ClCCl. The product is [Cl:25][C:26]1[CH:27]=[C:28]2[C:33](=[CH:34][C:35]=1[O:36][C:37]1[CH:45]=[CH:44][C:40]([C:41](=[O:42])[NH:15][CH:12]3[CH2:13][CH2:14][N:10]([C:6]4[CH:7]=[CH:8][CH:9]=[C:4]([Cl:3])[CH:5]=4)[CH2:11]3)=[CH:39][CH:38]=1)[O:32][CH2:31][CH2:30][CH:29]2[C:46]([O:48][CH2:49][CH3:50])=[O:47]. The yield is 0.950. (5) The reactants are [CH3:1][O:2][C:3]1[CH:16]=[CH:15][CH:14]=[C:13]2[C:4]=1[O:5][C:6]1[CH:7]=C(C(O)=O)[CH:9]=[CH:10][C:11]=1[C:12]2=[O:17].CN(C([O:28]N1N=NC2C=CC=CC1=2)=[N+](C)C)C.F[P-](F)(F)(F)(F)F.[CH:45]([N:48]([CH:51]([CH3:53])C)[CH2:49][CH3:50])([CH3:47])C.C(NCC)C. The catalyst is CN(C=O)C. The product is [CH2:51]([N:48]([CH2:49][CH3:50])[C:45]([C:47]1[CH:9]=[CH:10][C:11]2[C:12](=[O:17])[C:13]3[C:4]([O:5][C:6]=2[CH:7]=1)=[C:3]([O:2][CH3:1])[CH:16]=[CH:15][CH:14]=3)=[O:28])[CH3:53]. The yield is 0.967. (6) The reactants are [F:1][C:2]1[CH:3]=[CH:4][C:5]2[NH:9][C:8](=[O:10])[N:7]([CH:11]([CH3:13])[CH3:12])[C:6]=2[CH:14]=1.C(N(CC)CC)C.[NH2:22][CH2:23][CH:24]1[CH2:29][CH2:28][N:27]([CH2:30][C:31]2([OH:37])[CH2:36][CH2:35][O:34][CH2:33][CH2:32]2)[CH2:26][CH2:25]1.[C:38](OCC)(=[O:40])C. The catalyst is ClCCl. The product is [F:1][C:2]1[CH:3]=[CH:4][C:5]2[N:9]([C:38]([NH:22][CH2:23][CH:24]3[CH2:29][CH2:28][N:27]([CH2:30][C:31]4([OH:37])[CH2:36][CH2:35][O:34][CH2:33][CH2:32]4)[CH2:26][CH2:25]3)=[O:40])[C:8](=[O:10])[N:7]([CH:11]([CH3:12])[CH3:13])[C:6]=2[CH:14]=1. The yield is 0.790. (7) The reactants are [CH3:1]OP(C(=[N+]=[N-])C(=O)C)(=O)OC.[CH3:13][C:14]([CH3:25])([CH2:17][O:18][CH:19]1[CH2:24][CH2:23][CH2:22][CH2:21][O:20]1)[CH:15]=O.C([O-])([O-])=O.[K+].[K+]. The catalyst is CO.C(OCC)C. The product is [CH3:13][C:14]([CH3:25])([C:15]#[CH:1])[CH2:17][O:18][CH:19]1[CH2:24][CH2:23][CH2:22][CH2:21][O:20]1. The yield is 0.480. (8) The reactants are C1(P(C2C=CC=CC=2)C2C=CC=CC=2)C=CC=CC=1.C(N(CC)CC)C.[C:27](O)([C:29]([F:32])([F:31])[F:30])=O.[C:34]([O:38][C:39](=[O:70])[NH:40][C:41]1([C:45]2[CH:50]=[CH:49][C:48]([C:51]3[C:60](=[O:61])[C:59]4[C:54](=[C:55]([NH2:63])[C:56]([NH2:62])=[CH:57][CH:58]=4)[O:53][C:52]=3[C:64]3[CH:69]=[CH:68][CH:67]=[CH:66][CH:65]=3)=[CH:47][CH:46]=2)[CH2:44][CH2:43][CH2:42]1)([CH3:37])([CH3:36])[CH3:35]. The catalyst is C(Cl)(Cl)(Cl)Cl.C1CCCCC1.C(OCC)(=O)C.ClCCCl. The product is [C:34]([O:38][C:39](=[O:70])[NH:40][C:41]1([C:45]2[CH:46]=[CH:47][C:48]([C:51]3[C:60](=[O:61])[C:59]4[CH:58]=[CH:57][C:56]5[N:62]=[C:27]([C:29]([F:32])([F:31])[F:30])[NH:63][C:55]=5[C:54]=4[O:53][C:52]=3[C:64]3[CH:65]=[CH:66][CH:67]=[CH:68][CH:69]=3)=[CH:49][CH:50]=2)[CH2:44][CH2:43][CH2:42]1)([CH3:37])([CH3:35])[CH3:36]. The yield is 0.410. (9) The reactants are [Br:1][C:2]1[N:7]=[C:6]([NH2:8])[CH:5]=[CH:4][CH:3]=1.[H-].[Na+].CS(O[CH2:16][CH:17]1[CH2:22][O:21][C:20]([CH3:24])([CH3:23])[CH2:19][O:18]1)(=O)=O.NC1C=CC=CN=1. The catalyst is CN(C=O)C.CCOC(C)=O. The product is [Br:1][C:2]1[N:7]=[C:6]([NH:8][CH2:16][CH:17]2[CH2:22][O:21][C:20]([CH3:24])([CH3:23])[CH2:19][O:18]2)[CH:5]=[CH:4][CH:3]=1. The yield is 0.460. (10) The reactants are [H-].[Na+].C[O:4][CH2:5][CH2:6][CH2:7][C:8]([O:10][CH3:11])=O.[C:12]([C:16]([CH3:18])=[O:17])([CH3:15])([CH3:14])[CH3:13]. The catalyst is COCCOC. The product is [CH3:11][O:10][CH2:8][CH2:7][CH2:6][C:5](=[O:4])[CH2:18][C:16](=[O:17])[C:12]([CH3:15])([CH3:14])[CH3:13]. The yield is 0.140.